From a dataset of Reaction yield outcomes from USPTO patents with 853,638 reactions. Predict the reaction yield, written as a fraction of the theoretical maximum amount of product (1.0 means a 100% yield; for example, 0.34 means a 34% yield). (1) The reactants are CN1C(C2C=NC3C4C=CC(C(OC)=O)=CC=4N([C@H](C4C=CC=CC=4)C4CCOCC4)C=3C=2)=C(C)N=N1.[CH3:38][N:39]1[C:43]([C:44]2[C:49]3[NH:50][C:51]4[CH:52]=[C:53]([C:57]([O:59][CH3:60])=[O:58])[CH:54]=[CH:55][C:56]=4[C:48]=3[N:47]=[CH:46][CH:45]=2)=[C:42]([CH3:61])[N:41]=[N:40]1.[F:62][C:63]1[CH:68]=[CH:67][C:66]([C@@H:69]([CH:71]2[CH2:76][CH2:75][O:74][CH2:73][CH2:72]2)O)=[CH:65][CH:64]=1. No catalyst specified. The product is [CH3:38][N:39]1[C:43]([C:44]2[C:49]3[N:50]([C@H:69]([C:66]4[CH:65]=[CH:64][C:63]([F:62])=[CH:68][CH:67]=4)[CH:71]4[CH2:76][CH2:75][O:74][CH2:73][CH2:72]4)[C:51]4[CH:52]=[C:53]([C:57]([O:59][CH3:60])=[O:58])[CH:54]=[CH:55][C:56]=4[C:48]=3[N:47]=[CH:46][CH:45]=2)=[C:42]([CH3:61])[N:41]=[N:40]1. The yield is 0.420. (2) The reactants are [Cl:1][C:2]1[C:7]([C:8]([OH:10])=O)=[CH:6][C:5]([F:11])=[C:4]([Cl:12])[N:3]=1.C1N=CN(C(N2C=NC=C2)=O)C=1.[NH2:25][C:26]1[N:31]=[C:30]([S:32]([NH2:35])(=[O:34])=[O:33])[CH:29]=[CH:28][CH:27]=1.[H-].[Na+]. The catalyst is O.CN(C=O)C. The product is [NH2:25][C:26]1[N:31]=[C:30]([S:32]([NH:35][C:8]([C:7]2[C:2]([Cl:1])=[N:3][C:4]([Cl:12])=[C:5]([F:11])[CH:6]=2)=[O:10])(=[O:34])=[O:33])[CH:29]=[CH:28][CH:27]=1. The yield is 0.790. (3) The reactants are [Br:1][C:2]1[CH:3]=[CH:4][C:5]2[C:11]3[S:12][C:13]([C:15]([NH:17][C:18]4[CH:23]=[CH:22][C:21]([C:24](=[O:28])[N:25]([CH3:27])[CH3:26])=[CH:20][C:19]=4[Cl:29])=[O:16])=[CH:14][C:10]=3[CH2:9][CH2:8][O:7][C:6]=2[CH:30]=1.[C:31]([O-])([O-])=O.[Cs+].[Cs+].CI. The catalyst is CN(C=O)C. The product is [Br:1][C:2]1[CH:3]=[CH:4][C:5]2[C:11]3[S:12][C:13]([C:15]([N:17]([C:18]4[CH:23]=[CH:22][C:21]([C:24](=[O:28])[N:25]([CH3:27])[CH3:26])=[CH:20][C:19]=4[Cl:29])[CH3:31])=[O:16])=[CH:14][C:10]=3[CH2:9][CH2:8][O:7][C:6]=2[CH:30]=1. The yield is 0.990. (4) The catalyst is C(Cl)Cl.CN(C=O)C. The yield is 0.970. The product is [Br:7][C:8]1[CH:9]=[CH:10][CH:11]=[C:12]2[C:17]=1[N:16]=[C:15]([C:18]([N:21]1[CH2:26][CH2:25][O:24][CH2:23][CH2:22]1)=[O:20])[CH:14]=[CH:13]2. The reactants are C(Cl)(=O)C(Cl)=O.[Br:7][C:8]1[CH:9]=[CH:10][CH:11]=[C:12]2[C:17]=1[N:16]=[C:15]([C:18]([OH:20])=O)[CH:14]=[CH:13]2.[NH:21]1[CH2:26][CH2:25][O:24][CH2:23][CH2:22]1.CCN(CC)CC. (5) The reactants are FC1(F)C2C(=CC=CC=2[C@@H]([OH:13])C)N(CC2C=CN=CC=2F)C1=O.[Cl:24][C:25]1[CH:26]=[N:27][CH:28]=[CH:29][C:30]=1[CH2:31][N:32]1[C:40]2[C:35](=[C:36]([C@@H:41]([OH:43])[CH3:42])[CH:37]=[CH:38][CH:39]=2)[C:34]([F:45])([F:44])[C:33]1=[O:46]. No catalyst specified. The product is [Cl:24][C:25]1[CH:26]=[N+:27]([O-:13])[CH:28]=[CH:29][C:30]=1[CH2:31][N:32]1[C:40]2[C:35](=[C:36]([C@@H:41]([OH:43])[CH3:42])[CH:37]=[CH:38][CH:39]=2)[C:34]([F:45])([F:44])[C:33]1=[O:46]. The yield is 1.00.